Dataset: Forward reaction prediction with 1.9M reactions from USPTO patents (1976-2016). Task: Predict the product of the given reaction. (1) Given the reactants [CH2:1]([O:8][C:9]1[CH:16]=[CH:15][C:14]([Br:17])=[CH:13][C:10]=1[CH:11]=O)[C:2]1[CH:7]=[CH:6][CH:5]=[CH:4][CH:3]=1.Cl.CN.[C:21]([BH3-])#[N:22].[Na+], predict the reaction product. The product is: [CH2:1]([O:8][C:9]1[CH:16]=[CH:15][C:14]([Br:17])=[CH:13][C:10]=1[CH2:11][NH:22][CH3:21])[C:2]1[CH:7]=[CH:6][CH:5]=[CH:4][CH:3]=1. (2) Given the reactants [Si:1]([O:8][CH2:9][CH2:10][CH:11]([C:13]1[N:17]2[C:18](=[O:33])[CH:19]=[C:20]([CH2:22][N:23]([CH2:31][CH3:32])[C:24]3[CH:29]=[CH:28][C:27]([F:30])=[CH:26][CH:25]=3)[N:21]=[C:16]2[S:15][C:14]=1[CH3:34])O)([C:4]([CH3:7])([CH3:6])[CH3:5])([CH3:3])[CH3:2].C(N(S(F)(F)[F:41])CC)C, predict the reaction product. The product is: [Si:1]([O:8][CH2:9][CH2:10][CH:11]([C:13]1[N:17]2[C:18](=[O:33])[CH:19]=[C:20]([CH2:22][N:23]([CH2:31][CH3:32])[C:24]3[CH:29]=[CH:28][C:27]([F:30])=[CH:26][CH:25]=3)[N:21]=[C:16]2[S:15][C:14]=1[CH3:34])[F:41])([C:4]([CH3:7])([CH3:6])[CH3:5])([CH3:3])[CH3:2]. (3) Given the reactants [NH:1]1[CH2:5][CH2:4][C@@H:3]([NH:6][C:7]([C:9]2[C:13]3[N:14]=[CH:15][N:16]=[C:17]([C:18]4[C:26]5[O:25][CH2:24][O:23][C:22]=5[CH:21]=[CH:20][C:19]=4[O:27][CH2:28][CH2:29][CH3:30])[C:12]=3[NH:11][CH:10]=2)=[O:8])[CH2:2]1.[CH3:31][O:32][CH2:33][C:34](Cl)=[O:35], predict the reaction product. The product is: [CH3:31][O:32][CH2:33][C:34]([N:1]1[CH2:5][CH2:4][C@@H:3]([NH:6][C:7]([C:9]2[C:13]3[N:14]=[CH:15][N:16]=[C:17]([C:18]4[C:26]5[O:25][CH2:24][O:23][C:22]=5[CH:21]=[CH:20][C:19]=4[O:27][CH2:28][CH2:29][CH3:30])[C:12]=3[NH:11][CH:10]=2)=[O:8])[CH2:2]1)=[O:35]. (4) Given the reactants [CH:1]1([C:4]([NH:6][C:7]2[N:11]([CH2:12][C:13]3[CH:18]=[CH:17][C:16]([O:19][CH3:20])=[CH:15][CH:14]=3)[N:10]=[N:9][C:8]=2[C:21]([NH2:23])=[O:22])=O)[CH2:3][CH2:2]1, predict the reaction product. The product is: [CH:1]1([C:4]2[NH:23][C:21](=[O:22])[C:8]3[N:9]=[N:10][N:11]([CH2:12][C:13]4[CH:18]=[CH:17][C:16]([O:19][CH3:20])=[CH:15][CH:14]=4)[C:7]=3[N:6]=2)[CH2:3][CH2:2]1. (5) Given the reactants [C:1]([C:3]1[CH:4]=[C:5]([CH:17]=[CH:18][CH:19]=1)[CH2:6][O:7][CH2:8][C:9]1[O:13][N:12]=[C:11]([C:14]([OH:16])=O)[CH:10]=1)#[N:2].C(N(CC)CC)C.Cl.C(N=C=NCCCN(C)C)C.ON1C2C=CC=CC=2N=N1.[O:49]1[CH2:53][CH2:52][CH:51]([CH2:54][NH2:55])[CH2:50]1, predict the reaction product. The product is: [O:49]1[CH2:53][CH2:52][CH:51]([CH2:54][NH:55][C:14]([C:11]2[CH:10]=[C:9]([CH2:8][O:7][CH2:6][C:5]3[CH:17]=[CH:18][CH:19]=[C:3]([C:1]#[N:2])[CH:4]=3)[O:13][N:12]=2)=[O:16])[CH2:50]1. (6) The product is: [Br:6][C:7]1[CH:8]=[C:9]2[C:13](=[CH:14][C:15]=1[C:16]#[N:17])[NH:12][CH:11]=[C:10]2[CH:24]=[O:25]. Given the reactants P(Cl)(Cl)(Cl)=O.[Br:6][C:7]1[CH:8]=[C:9]2[C:13](=[CH:14][C:15]=1[C:16]#[N:17])[NH:12][CH:11]=[CH:10]2.O.[OH-].[Na+].CN([CH:24]=[O:25])C, predict the reaction product. (7) Given the reactants [Cl:1][C:2]1[CH:7]=[CH:6][C:5]([CH:8]([OH:15])[C:9](=[CH2:14])[C:10]([O:12][CH3:13])=[O:11])=[CH:4][C:3]=1[F:16].C(N(CC)CC)C.[CH2:24]([NH2:31])[C:25]1[CH:30]=[CH:29][CH:28]=[CH:27][CH:26]=1, predict the reaction product. The product is: [CH2:24]([NH:31][CH2:14][CH:9]([CH:8]([C:5]1[CH:6]=[CH:7][C:2]([Cl:1])=[C:3]([F:16])[CH:4]=1)[OH:15])[C:10]([O:12][CH3:13])=[O:11])[C:25]1[CH:30]=[CH:29][CH:28]=[CH:27][CH:26]=1. (8) Given the reactants Br[C:2]1[C:7]([C:8]([F:11])([F:10])[F:9])=[CH:6][C:5]([NH:12][C:13]2[N:17]=[C:16]([NH2:18])[NH:15][N:14]=2)=[CH:4][C:3]=1[Cl:19].CN1C(C)(C)CC(SC2C=CC(B3OC(C)(C)C(C)(C)O3)=CC=2)CC1(C)C.[CH3:47][S:48]([NH:51][CH2:52][C:53]1[CH:58]=[CH:57][C:56](B(O)O)=[CH:55][CH:54]=1)(=[O:50])=[O:49].C([O-])([O-])=O.[K+].[K+], predict the reaction product. The product is: [NH2:18][C:16]1[NH:15][N:14]=[C:13]([NH:12][C:5]2[CH:6]=[C:7]([C:8]([F:11])([F:10])[F:9])[C:2]([C:56]3[CH:55]=[CH:54][C:53]([CH2:52][NH:51][S:48]([CH3:47])(=[O:49])=[O:50])=[CH:58][CH:57]=3)=[C:3]([Cl:19])[CH:4]=2)[N:17]=1. (9) Given the reactants P(Cl)(Cl)(Cl)=O.[F:6][C:7]1[CH:12]=[CH:11][C:10]([C:13]2[C:21]3[C:16](=[CH:17][CH:18]=[CH:19][CH:20]=3)[N:15]([CH:22]([CH3:24])[CH3:23])[CH:14]=2)=[CH:9][CH:8]=1.[OH-].[Na+].CN([CH:30]=[O:31])C, predict the reaction product. The product is: [F:6][C:7]1[CH:12]=[CH:11][C:10]([C:13]2[C:21]3[C:16](=[CH:17][CH:18]=[CH:19][CH:20]=3)[N:15]([CH:22]([CH3:24])[CH3:23])[C:14]=2[CH:30]=[O:31])=[CH:9][CH:8]=1.